From a dataset of Catalyst prediction with 721,799 reactions and 888 catalyst types from USPTO. Predict which catalyst facilitates the given reaction. (1) Reactant: [NH:1]([C:7]([O:9][C:10]([CH3:13])([CH3:12])[CH3:11])=[O:8])[C@@H:2]([C:4](O)=[O:5])[CH3:3]. Product: [C:10]([O:9][C:7](=[O:8])[NH:1][C@H:2]([CH3:3])[CH2:4][OH:5])([CH3:13])([CH3:11])[CH3:12]. The catalyst class is: 7. (2) Reactant: [CH2:1]([C:3]1[N:15]([C@@H:16]2[C:24]3[C:19](=[CH:20][C:21]([C:25]4[CH:30]=[CH:29][CH:28]=[CH:27][C:26]=4[C:31]4[N:35](C(C5C=CC=CC=5)(C5C=CC=CC=5)C5C=CC=CC=5)[N:34]=[N:33][N:32]=4)=[CH:22][CH:23]=3)[CH2:18][CH2:17]2)[C:6]2=[N:7][C:8]([CH2:12][CH2:13][OH:14])=[CH:9][C:10]([CH3:11])=[C:5]2[N:4]=1)[CH3:2]. Product: [NH:35]1[C:31]([C:26]2[CH:27]=[CH:28][CH:29]=[CH:30][C:25]=2[C:21]2[CH:20]=[C:19]3[C:24](=[CH:23][CH:22]=2)[C@@H:16]([N:15]2[C:6]4=[N:7][C:8]([CH2:12][CH2:13][OH:14])=[CH:9][C:10]([CH3:11])=[C:5]4[N:4]=[C:3]2[CH2:1][CH3:2])[CH2:17][CH2:18]3)=[N:32][N:33]=[N:34]1. The catalyst class is: 5. (3) Reactant: [CH3:1][C:2]1[CH:3]=[C:4]([OH:11])[CH:5]=[C:6]2[C:10]=1[NH:9][CH:8]=[CH:7]2.[CH2:12](O)[CH:13]=[CH2:14].C(C=P(CCCC)(CCCC)CCCC)#N. Product: [CH2:14]([O:11][C:4]1[CH:5]=[C:6]2[C:10](=[C:2]([CH3:1])[CH:3]=1)[NH:9][CH:8]=[CH:7]2)[CH:13]=[CH2:12]. The catalyst class is: 11. (4) Reactant: C(O[C:6](=[O:20])[NH:7][C:8]1[C:9]([C:13]2[CH:18]=[CH:17][CH:16]=[CH:15][C:14]=2[CH3:19])=[N:10][O:11][CH:12]=1)(C)(C)C.Cl.C(N(C(C)C)CC)(C)C.[Cl:31][C:32]1[CH:37]=[CH:36][N:35]2[N:38]=[CH:39][C:40](C(Cl)=O)=[C:34]2[N:33]=1. Product: [C:14]1([CH3:19])[CH:15]=[CH:16][CH:17]=[CH:18][C:13]=1[C:9]1[C:8]([NH:7][C:6]([C:40]2[CH:39]=[N:38][N:35]3[CH:36]=[CH:37][C:32]([Cl:31])=[N:33][C:34]=23)=[O:20])=[CH:12][O:11][N:10]=1. The catalyst class is: 346. (5) Reactant: [C:1]1([N:7]2[CH2:12][CH2:11][C:10](=O)[CH2:9][CH2:8]2)[CH:6]=[CH:5][CH:4]=[CH:3][CH:2]=1.[C-:14]#[N:15].[Na+].[NH4+:17].[Cl-].N.CO. Product: [NH2:17][C:10]1([C:14]#[N:15])[CH2:11][CH2:12][N:7]([C:1]2[CH:6]=[CH:5][CH:4]=[CH:3][CH:2]=2)[CH2:8][CH2:9]1. The catalyst class is: 547. (6) Reactant: [Br:1][C:2]1[C:11]2[C:6](=[CH:7][CH:8]=[CH:9][CH:10]=2)[CH:5]=[CH:4][C:3]=1[C:12](N(OC)C)=[O:13].[CH3:18][Mg]Br.CCOCC. Product: [Br:1][C:2]1[C:11]2[C:6](=[CH:7][CH:8]=[CH:9][CH:10]=2)[CH:5]=[CH:4][C:3]=1[C:12](=[O:13])[CH3:18]. The catalyst class is: 7.